From a dataset of Catalyst prediction with 721,799 reactions and 888 catalyst types from USPTO. Predict which catalyst facilitates the given reaction. (1) Reactant: Cl.[Br:2][C:3]1[CH:4]=[C:5]([O:9]N)[CH:6]=[CH:7][CH:8]=1.C(O)(=O)C.[CH3:15][C@@H:16]1[CH2:21][C:20](=O)[CH2:19][CH2:18][NH:17]1.S(=O)(=O)(O)O. Product: [Br:2][C:3]1[CH:8]=[CH:7][C:6]2[C:19]3[CH2:18][NH:17][C@H:16]([CH3:15])[CH2:21][C:20]=3[O:9][C:5]=2[CH:4]=1. The catalyst class is: 15. (2) Reactant: C[Si]([N-][Si](C)(C)C)(C)C.[K+].[C:11]1([CH3:29])[CH:16]=[C:15]([CH3:17])[CH:14]=[C:13]([CH3:18])[C:12]=1[PH:19][C:20]1[C:25]([CH3:26])=[CH:24][C:23]([CH3:27])=[CH:22][C:21]=1[CH3:28].[CH2:30]([O:32]C(OCC)CBr)[CH3:31].[PH2-].[K+].[K+].[K+]. Product: [C:11]1([CH3:29])[CH:16]=[C:15]([CH3:17])[CH:14]=[C:13]([CH3:18])[C:12]=1[P:19]([CH2:31][CH:30]=[O:32])[C:20]1[C:21]([CH3:28])=[CH:22][C:23]([CH3:27])=[CH:24][C:25]=1[CH3:26]. The catalyst class is: 247.